This data is from NCI-60 drug combinations with 297,098 pairs across 59 cell lines. The task is: Regression. Given two drug SMILES strings and cell line genomic features, predict the synergy score measuring deviation from expected non-interaction effect. (1) Drug 1: CC=C1C(=O)NC(C(=O)OC2CC(=O)NC(C(=O)NC(CSSCCC=C2)C(=O)N1)C(C)C)C(C)C. Drug 2: C1C(C(OC1N2C=NC(=NC2=O)N)CO)O. Cell line: MDA-MB-231. Synergy scores: CSS=54.0, Synergy_ZIP=8.10, Synergy_Bliss=9.30, Synergy_Loewe=-34.3, Synergy_HSA=6.89. (2) Drug 1: CN(C)C1=NC(=NC(=N1)N(C)C)N(C)C. Drug 2: CN1C(=O)N2C=NC(=C2N=N1)C(=O)N. Cell line: SW-620. Synergy scores: CSS=7.06, Synergy_ZIP=1.56, Synergy_Bliss=3.82, Synergy_Loewe=-2.18, Synergy_HSA=0.359. (3) Drug 1: C1CCN(CC1)CCOC2=CC=C(C=C2)C(=O)C3=C(SC4=C3C=CC(=C4)O)C5=CC=C(C=C5)O. Drug 2: CC12CCC3C(C1CCC2OP(=O)(O)O)CCC4=C3C=CC(=C4)OC(=O)N(CCCl)CCCl.[Na+]. Cell line: UACC62. Synergy scores: CSS=-2.65, Synergy_ZIP=3.22, Synergy_Bliss=2.01, Synergy_Loewe=-3.48, Synergy_HSA=-3.02. (4) Drug 1: C1CC(C1)(C(=O)O)C(=O)O.[NH2-].[NH2-].[Pt+2]. Drug 2: CN1C2=C(C=C(C=C2)N(CCCl)CCCl)N=C1CCCC(=O)O.Cl. Cell line: CAKI-1. Synergy scores: CSS=-1.13, Synergy_ZIP=11.5, Synergy_Bliss=17.1, Synergy_Loewe=3.55, Synergy_HSA=4.28. (5) Drug 2: C1=CN(C=N1)CC(O)(P(=O)(O)O)P(=O)(O)O. Synergy scores: CSS=-8.68, Synergy_ZIP=5.82, Synergy_Bliss=3.70, Synergy_Loewe=4.55, Synergy_HSA=-3.96. Drug 1: CCN(CC)CCNC(=O)C1=C(NC(=C1C)C=C2C3=C(C=CC(=C3)F)NC2=O)C. Cell line: SK-MEL-2. (6) Drug 1: C1=CN(C(=O)N=C1N)C2C(C(C(O2)CO)O)O.Cl. Drug 2: CC=C1C(=O)NC(C(=O)OC2CC(=O)NC(C(=O)NC(CSSCCC=C2)C(=O)N1)C(C)C)C(C)C. Cell line: OVCAR-5. Synergy scores: CSS=58.7, Synergy_ZIP=4.97, Synergy_Bliss=5.04, Synergy_Loewe=-32.7, Synergy_HSA=2.04. (7) Drug 1: CC1=C2C(C(=O)C3(C(CC4C(C3C(C(C2(C)C)(CC1OC(=O)C(C(C5=CC=CC=C5)NC(=O)OC(C)(C)C)O)O)OC(=O)C6=CC=CC=C6)(CO4)OC(=O)C)OC)C)OC. Drug 2: COC1=C(C=C2C(=C1)N=CN=C2NC3=CC(=C(C=C3)F)Cl)OCCCN4CCOCC4. Cell line: K-562. Synergy scores: CSS=69.8, Synergy_ZIP=12.8, Synergy_Bliss=11.2, Synergy_Loewe=-4.31, Synergy_HSA=13.6.